From a dataset of Full USPTO retrosynthesis dataset with 1.9M reactions from patents (1976-2016). Predict the reactants needed to synthesize the given product. (1) Given the product [CH2:1]([O:3][C:4](=[O:25])[CH2:5][CH:6]([C:13]1[CH:14]=[C:15]2[C:19](=[CH:20][CH:21]=1)[NH:18][C:17]([C:22](=[O:24])[NH2:23])=[CH:16]2)[C:7]1[CH:8]=[CH:9][CH:10]=[CH:11][CH:12]=1)[CH3:2], predict the reactants needed to synthesize it. The reactants are: [CH2:1]([O:3][C:4](=[O:25])[CH:5]=[C:6]([C:13]1[CH:14]=[C:15]2[C:19](=[CH:20][CH:21]=1)[NH:18][C:17]([C:22](=[O:24])[NH2:23])=[CH:16]2)[C:7]1[CH:12]=[CH:11][CH:10]=[CH:9][CH:8]=1)[CH3:2].N1C2C(=CC=CC=2C(C2C=CC=CC=2)CC(NC)=O)C=C1. (2) Given the product [Cl:1][C:2]1[CH:18]=[CH:17][C:5]2[CH2:6][CH2:7][N:8]([C:11](=[O:16])[C:12]([F:15])([F:13])[F:14])[CH2:9][CH2:10][C:4]=2[C:3]=1[NH:27][CH:28]([C:30]1[S:31][C:32]([CH3:35])=[CH:33][CH:34]=1)[CH3:29], predict the reactants needed to synthesize it. The reactants are: [Cl:1][C:2]1[CH:18]=[CH:17][C:5]2[CH2:6][CH2:7][N:8]([C:11](=[O:16])[C:12]([F:15])([F:14])[F:13])[CH2:9][CH2:10][C:4]=2[C:3]=1OS(C(F)(F)F)(=O)=O.[NH2:27][CH:28]([C:30]1[S:31][C:32]([CH3:35])=[CH:33][CH:34]=1)[CH3:29].C1C=CC(P(C2C(C3C(P(C4C=CC=CC=4)C4C=CC=CC=4)=CC=C4C=3C=CC=C4)=C3C(C=CC=C3)=CC=2)C2C=CC=CC=2)=CC=1.C(=O)([O-])[O-].[Cs+].[Cs+]. (3) Given the product [NH2:1][C:2]1[N:3]=[C:5]([NH:4][C:7]2[CH:8]=[CH:9][C:10]([N:13]3[CH2:14][CH2:15][N:16]([CH2:19][CH:20]4[CH2:22][CH2:21]4)[CH2:17][CH2:18]3)=[CH:11][CH:12]=2)[S:6][C:24]=1[C:25]([C:27]1[CH:36]=[CH:35][C:30]2[O:31][CH2:32][CH2:33][O:34][C:29]=2[CH:28]=1)=[O:26], predict the reactants needed to synthesize it. The reactants are: [N:1]#[C:2][NH2:3].[N:4]([C:7]1[CH:12]=[CH:11][C:10]([N:13]2[CH2:18][CH2:17][N:16]([CH2:19][CH:20]3[CH2:22][CH2:21]3)[CH2:15][CH2:14]2)=[CH:9][CH:8]=1)=[C:5]=[S:6].Br[CH2:24][C:25]([C:27]1[CH:36]=[CH:35][C:30]2[O:31][CH2:32][CH2:33][O:34][C:29]=2[CH:28]=1)=[O:26].